This data is from Reaction yield outcomes from USPTO patents with 853,638 reactions. The task is: Predict the reaction yield, written as a fraction of the theoretical maximum amount of product (1.0 means a 100% yield; for example, 0.34 means a 34% yield). (1) The reactants are C([O:8][C:9]([C:11]1[N:12]=[C:13]([C:19]2[CH:24]=[CH:23][CH:22]=[CH:21][CH:20]=2)[O:14][C:15]=1[CH:16]([CH3:18])[CH3:17])=[O:10])C1C=CC=CC=1.O1CCCC1.CO.[H-].[OH-].[Li+]. The catalyst is O. The product is [CH:16]([C:15]1[O:14][C:13]([C:19]2[CH:20]=[CH:21][CH:22]=[CH:23][CH:24]=2)=[N:12][C:11]=1[C:9]([OH:10])=[O:8])([CH3:18])[CH3:17]. The yield is 0.410. (2) The reactants are FC1C=CC(CN)=CC=1.[F:10][C:11]1[CH:18]=[CH:17][C:16]([F:19])=[CH:15][C:12]=1[CH2:13][NH2:14].[CH2:20]([N:27]1[CH2:31][CH2:30][N:29]([C:32]2[S:33][C:34]([C:38](O)=[O:39])=[C:35]([CH3:37])[N:36]=2)[C:28]1=[O:41])[C:21]1[CH:26]=[CH:25][CH:24]=[CH:23][CH:22]=1. No catalyst specified. The product is [CH2:20]([N:27]1[CH2:31][CH2:30][N:29]([C:32]2[S:33][C:34]([C:38]([NH:14][CH2:13][C:12]3[CH:15]=[C:16]([F:19])[CH:17]=[CH:18][C:11]=3[F:10])=[O:39])=[C:35]([CH3:37])[N:36]=2)[C:28]1=[O:41])[C:21]1[CH:26]=[CH:25][CH:24]=[CH:23][CH:22]=1. The yield is 0.760. (3) The reactants are [Cl:1][C:2]1[CH:3]=[C:4]2[C:9](=[C:10]([Cl:12])[CH:11]=1)[CH:8]=[N:7][C:6]([N:13]=[C:14]=S)=[CH:5]2.C(=O)([O-])[O-].[Cs+].[Cs+].Cl.Cl.[NH2:24][CH2:25][C@@:26]1([OH:34])[CH:31]2[CH2:32][CH2:33][N:28]([CH2:29][CH2:30]2)[CH2:27]1.C(N=C=NC(C)C)(C)C. The catalyst is CN(C=O)C. The product is [Cl:1][C:2]1[CH:3]=[C:4]2[C:9](=[C:10]([Cl:12])[CH:11]=1)[CH:8]=[N:7][C:6]([NH:13][C:14]1[O:34][C@:26]3([CH2:25][N:24]=1)[CH:31]1[CH2:32][CH2:33][N:28]([CH2:29][CH2:30]1)[CH2:27]3)=[CH:5]2. The yield is 0.366.